From a dataset of Reaction yield outcomes from USPTO patents with 853,638 reactions. Predict the reaction yield, written as a fraction of the theoretical maximum amount of product (1.0 means a 100% yield; for example, 0.34 means a 34% yield). (1) The reactants are [OH:1][C@H:2]1[CH2:7][CH2:6][C@H:5]([N:8]2[C:16](=[O:17])[C:15]3[C:10](=[CH:11][CH:12]=[CH:13][CH:14]=3)[C:9]2=[O:18])[CH2:4][CH2:3]1.[H-].[Na+].I[CH3:22].O. The catalyst is CN(C=O)C.C(OCC)(=O)C. The product is [CH3:22][O:1][C@H:2]1[CH2:3][CH2:4][C@H:5]([N:8]2[C:9](=[O:18])[C:10]3[C:15](=[CH:14][CH:13]=[CH:12][CH:11]=3)[C:16]2=[O:17])[CH2:6][CH2:7]1. The yield is 0.770. (2) The reactants are [Cl:1][C:2]1[CH:3]=[C:4]([C:8]2[N:13]=[C:12]([CH2:14][C:15]3[CH:20]=[CH:19][C:18]([CH2:21][C:22](OC)=[O:23])=[CH:17][CH:16]=3)[CH:11]=[C:10]([CH2:26][CH3:27])[N:9]=2)[CH:5]=[CH:6][CH:7]=1.[H-].[H-].[H-].[H-].[Li+].[Al+3]. The catalyst is C1COCC1. The product is [Cl:1][C:2]1[CH:3]=[C:4]([C:8]2[N:13]=[C:12]([CH2:14][C:15]3[CH:16]=[CH:17][C:18]([CH2:21][CH2:22][OH:23])=[CH:19][CH:20]=3)[CH:11]=[C:10]([CH2:26][CH3:27])[N:9]=2)[CH:5]=[CH:6][CH:7]=1. The yield is 0.360. (3) The product is [CH:2]([CH:1]1[S:10][CH2:6][CH2:7][CH2:8][S:9]1)([CH3:4])[CH3:3]. The yield is 1.00. The reactants are [CH:1](=O)[CH:2]([CH3:4])[CH3:3].[CH2:6]([SH:10])[CH2:7][CH2:8][SH:9].B(F)(F)F.CCOCC. The catalyst is ClCCl. (4) The reactants are Cl[C:2]1[CH:15]=[CH:14][C:5]([C:6]([C:8]2[CH:13]=[CH:12][CH:11]=[CH:10][CH:9]=2)=[O:7])=[CH:4][C:3]=1[N+:16]([O-:18])=[O:17].[C:19]([NH:26][CH:27]1[CH2:32][CH2:31][NH:30][CH2:29][CH2:28]1)([O:21][C:22]([CH3:25])([CH3:24])[CH3:23])=[O:20]. The catalyst is CN1C(=O)CCC1. The product is [C:6]([C:5]1[CH:14]=[CH:15][C:2]([N:30]2[CH2:29][CH2:28][CH:27]([NH:26][C:19](=[O:20])[O:21][C:22]([CH3:24])([CH3:23])[CH3:25])[CH2:32][CH2:31]2)=[C:3]([N+:16]([O-:18])=[O:17])[CH:4]=1)(=[O:7])[C:8]1[CH:13]=[CH:12][CH:11]=[CH:10][CH:9]=1. The yield is 0.950. (5) The reactants are C([O:8][C:9]1[C:14]([Br:15])=[CH:13][N:12]=[C:11]([NH:16][C:17]2[S:18][CH:19]=[C:20]([CH2:22][CH2:23][C:24]3[CH:29]=[CH:28][CH:27]=[CH:26][CH:25]=3)[N:21]=2)[CH:10]=1)C1C=CC=CC=1.[ClH:30]. The catalyst is O1CCOCC1. The product is [ClH:30].[Br:15][C:14]1[C:9]([OH:8])=[CH:10][C:11]([NH:16][C:17]2[S:18][CH:19]=[C:20]([CH2:22][CH2:23][C:24]3[CH:25]=[CH:26][CH:27]=[CH:28][CH:29]=3)[N:21]=2)=[N:12][CH:13]=1. The yield is 0.890. (6) The reactants are COC(C1C=C(O)C2C(=C(OCC3C=CC=CC=3)C=C(C#CCOCC3C=CC=CC=3)C=2)N=1)=O.C([O:42][C:43]([C:45]1[CH:54]=[C:53]([O:55]CC2C=CC=CC=2)[C:52]2[C:47](=[C:48]([C:63]#[C:64][CH2:65][CH2:66][CH2:67][CH3:68])[CH:49]=[CH:50][CH:51]=2)[N:46]=1)=[O:44])C1C=CC=CC=1. No catalyst specified. The product is [CH2:63]([C:48]1[CH:49]=[CH:50][CH:51]=[C:52]2[C:47]=1[N:46]=[C:45]([C:43]([OH:44])=[O:42])[CH:54]=[C:53]2[OH:55])[CH2:64][CH2:65][CH2:66][CH2:67][CH3:68]. The yield is 0.700. (7) The reactants are CS(C)=O.C(Cl)(=O)C(Cl)=O.[Br:11][C:12]1[CH:21]=[C:20]([CH2:22][OH:23])[C:19]([C:24]2[CH:29]=[CH:28][CH:27]=[C:26]([F:30])[CH:25]=2)=[C:18]2[C:13]=1[CH:14]=[CH:15][CH:16]=[N:17]2.C(N(CC)CC)C. The catalyst is C(Cl)Cl. The product is [Br:11][C:12]1[CH:21]=[C:20]([CH:22]=[O:23])[C:19]([C:24]2[CH:29]=[CH:28][CH:27]=[C:26]([F:30])[CH:25]=2)=[C:18]2[C:13]=1[CH:14]=[CH:15][CH:16]=[N:17]2. The yield is 0.660.